Dataset: CYP2D6 inhibition data for predicting drug metabolism from PubChem BioAssay. Task: Regression/Classification. Given a drug SMILES string, predict its absorption, distribution, metabolism, or excretion properties. Task type varies by dataset: regression for continuous measurements (e.g., permeability, clearance, half-life) or binary classification for categorical outcomes (e.g., BBB penetration, CYP inhibition). Dataset: cyp2d6_veith. (1) The compound is Cc1ccc(C(=O)Nc2ccccc2Oc2ccccc2)cc1[N+](=O)[O-]. The result is 0 (non-inhibitor). (2) The molecule is CN(C)c1ccc(C(c2ccc(N(C)C)cc2)c2ccc([N+](=O)[O-])cc2)cc1. The result is 0 (non-inhibitor).